Dataset: Forward reaction prediction with 1.9M reactions from USPTO patents (1976-2016). Task: Predict the product of the given reaction. (1) Given the reactants [CH2:1]([O:8][C:9]1[C:13]([C:14](=[O:23])[C:15]2[CH:20]=[CH:19][C:18]([O:21][CH3:22])=[CH:17][CH:16]=2)=[C:12](Br)[N:11]([CH:25]([CH3:27])[CH3:26])[N:10]=1)[C:2]1[CH:7]=[CH:6][CH:5]=[CH:4][CH:3]=1.[C:28]1(B(O)O)[CH:33]=[CH:32][CH:31]=[CH:30][CH:29]=1.C(=O)([O-])[O-].[K+].[K+].O.[CH3:44][N:45](C)[CH:46]=O, predict the reaction product. The product is: [CH2:1]([O:8][C:9]1[C:13]([C:14](=[O:23])[C:15]2[CH:20]=[CH:19][C:18]([O:21][CH3:22])=[CH:17][CH:16]=2)=[C:12]([C:31]2[CH:32]=[CH:33][C:28]([N:45]([CH3:46])[CH3:44])=[CH:29][CH:30]=2)[N:11]([CH:25]([CH3:27])[CH3:26])[N:10]=1)[C:2]1[CH:7]=[CH:6][CH:5]=[CH:4][CH:3]=1. (2) Given the reactants [NH2:1][C:2]1[N:7]=[C:6]([Cl:8])[C:5]([CH:9]=[O:10])=[C:4](Cl)[N:3]=1.[CH3:12][C@H:13]1[NH:18][CH2:17][CH2:16][N:15]([C:19]([O:21][C:22]([CH3:25])([CH3:24])[CH3:23])=[O:20])[CH2:14]1.CCN(C(C)C)C(C)C, predict the reaction product. The product is: [NH2:1][C:2]1[N:3]=[C:4]([N:18]2[CH2:17][CH2:16][N:15]([C:19]([O:21][C:22]([CH3:25])([CH3:24])[CH3:23])=[O:20])[CH2:14][C@H:13]2[CH3:12])[C:5]([CH:9]=[O:10])=[C:6]([Cl:8])[N:7]=1. (3) Given the reactants [F:1][C:2]1[CH:15]=[CH:14][C:5]([CH2:6][N:7]2[CH2:12][CH2:11][CH:10]=[CH:9][C:8]2=[O:13])=[CH:4][CH:3]=1.[N+:16]([CH:19]([CH3:21])[CH3:20])([O-:18])=[O:17].C1CCN2C(=NCCC2)CC1, predict the reaction product. The product is: [F:1][C:2]1[CH:3]=[CH:4][C:5]([CH2:6][N:7]2[CH2:12][CH2:11][CH:10]([C:19]([CH3:21])([N+:16]([O-:18])=[O:17])[CH3:20])[CH2:9][C:8]2=[O:13])=[CH:14][CH:15]=1. (4) Given the reactants [CH2:1]([C:5]1[CH:13]=[CH:12][C:8]([C:9]([NH2:11])=[O:10])=[CH:7][C:6]=1[N+:14]([O-])=O)[CH:2]([CH3:4])[CH3:3].C(OC1C=CC(C(N)=O)=CC=1N=[C:31]=[S:32])(C)C.C(Cl)(Cl)=S, predict the reaction product. The product is: [CH2:1]([C:5]1[CH:13]=[CH:12][C:8]([C:9]([NH2:11])=[O:10])=[CH:7][C:6]=1[N:14]=[C:31]=[S:32])[CH:2]([CH3:4])[CH3:3]. (5) Given the reactants [ClH:1].[N:2]1([CH2:8][CH2:9][O:10][C:11]2[CH:19]=[CH:18][C:14]([C:15](O)=[O:16])=[CH:13][CH:12]=2)[CH2:7][CH2:6][CH2:5][CH2:4][CH2:3]1.S(Cl)([Cl:22])=O, predict the reaction product. The product is: [ClH:22].[N:2]1([CH2:8][CH2:9][O:10][C:11]2[CH:19]=[CH:18][C:14]([C:15]([Cl:1])=[O:16])=[CH:13][CH:12]=2)[CH2:7][CH2:6][CH2:5][CH2:4][CH2:3]1.